Dataset: Peptide-MHC class II binding affinity with 134,281 pairs from IEDB. Task: Regression. Given a peptide amino acid sequence and an MHC pseudo amino acid sequence, predict their binding affinity value. This is MHC class II binding data. The peptide sequence is NAVSLCILTINAVASKK. The MHC is HLA-DQA10201-DQB10301 with pseudo-sequence HLA-DQA10201-DQB10301. The binding affinity (normalized) is 0.778.